Dataset: Full USPTO retrosynthesis dataset with 1.9M reactions from patents (1976-2016). Task: Predict the reactants needed to synthesize the given product. (1) The reactants are: Cl[S:2]([C:5]1[CH:13]=[CH:12][C:8]([C:9]([OH:11])=[O:10])=[CH:7][CH:6]=1)(=[O:4])=[O:3].[CH:14]1([NH2:17])[CH2:16][CH2:15]1. Given the product [CH:14]1([NH:17][S:2]([C:5]2[CH:13]=[CH:12][C:8]([C:9]([OH:11])=[O:10])=[CH:7][CH:6]=2)(=[O:4])=[O:3])[CH2:16][CH2:15]1, predict the reactants needed to synthesize it. (2) Given the product [CH2:1]1[C:9]2[C:4](=[CH:5][CH:6]=[CH:7][CH:8]=2)[CH2:3][CH:2]1[O:10][C:12]1[N:13]=[C:14]([OH:22])[C:15]2[CH:21]=[CH:20][N:19]=[CH:18][C:16]=2[N:17]=1, predict the reactants needed to synthesize it. The reactants are: [CH2:1]1[C:9]2[C:4](=[CH:5][CH:6]=[CH:7][CH:8]=2)[CH2:3][CH:2]1[OH:10].Cl[C:12]1[N:13]=[C:14]([OH:22])[C:15]2[CH:21]=[CH:20][N:19]=[CH:18][C:16]=2[N:17]=1. (3) Given the product [Cl:24][C:12]1[CH:13]=[C:14]2[C:9](=[CH:10][CH:11]=1)[N:8]=[C:7]([CH:25]1[CH2:27][CH2:26]1)[C:6]([C:4]([OH:5])=[O:3])=[C:15]2[CH2:16][C:17]1[CH:22]=[CH:21][CH:20]=[CH:19][C:18]=1[Cl:23], predict the reactants needed to synthesize it. The reactants are: C([O:3][C:4]([C:6]1[C:7]([CH:25]2[CH2:27][CH2:26]2)=[N:8][C:9]2[C:14]([C:15]=1[CH2:16][C:17]1[CH:22]=[CH:21][CH:20]=[CH:19][C:18]=1[Cl:23])=[CH:13][C:12]([Cl:24])=[CH:11][CH:10]=2)=[O:5])C.[OH-].[Na+]. (4) Given the product [CH2:27]([NH:26][C:18]1[C:17]([C:12]2[N:11]=[C:10]3[C:9]([CH3:28])=[CH:8][N:7]([C@@H:3]([CH2:2][F:1])[CH2:4][O:5][CH3:6])[C:15]3=[CH:14][C:13]=2[CH3:16])=[CH:22][CH:21]=[C:20]([CH:23]([CH3:25])[CH3:24])[N:19]=1)[CH3:30], predict the reactants needed to synthesize it. The reactants are: [F:1][CH2:2][C@H:3]([N:7]1[C:15]2[C:10](=[N:11][C:12]([C:17]3[C:18]([NH:26][CH3:27])=[N:19][C:20]([CH:23]([CH3:25])[CH3:24])=[CH:21][CH:22]=3)=[C:13]([CH3:16])[CH:14]=2)[C:9]([CH3:28])=[CH:8]1)[CH2:4][O:5][CH3:6].F[CH2:30]C(N1C2C(=NC(C3C(OS(C(F)(F)F)(=O)=O)=NC(C(C)C)=CC=3)=C(C)C=2)C(C)=C1)COC.C(N)C. (5) Given the product [NH2:25][CH2:24][CH2:23][NH:22][C:11]1[CH:12]=[CH:13][C:14]([CH2:15][N:16]2[CH2:17][CH2:18][O:19][CH2:20][CH2:21]2)=[C:9]([C:3]2[CH:4]=[CH:5][C:6]([Cl:8])=[CH:7][C:2]=2[Cl:1])[CH:10]=1, predict the reactants needed to synthesize it. The reactants are: [Cl:1][C:2]1[CH:7]=[C:6]([Cl:8])[CH:5]=[CH:4][C:3]=1[C:9]1[CH:10]=[C:11]([NH:22][CH2:23][CH2:24][NH:25]C(OC(C)(C)C)=O)[CH:12]=[CH:13][C:14]=1[CH2:15][N:16]1[CH2:21][CH2:20][O:19][CH2:18][CH2:17]1.Cl.